From a dataset of Peptide-MHC class I binding affinity with 185,985 pairs from IEDB/IMGT. Regression. Given a peptide amino acid sequence and an MHC pseudo amino acid sequence, predict their binding affinity value. This is MHC class I binding data. (1) The peptide sequence is WMLGTGVYL. The MHC is HLA-A02:06 with pseudo-sequence HLA-A02:06. The binding affinity (normalized) is 1.00. (2) The peptide sequence is LVVTAIVYV. The MHC is HLA-A02:01 with pseudo-sequence HLA-A02:01. The binding affinity (normalized) is 0.516. (3) The peptide sequence is QVPLRPMTFK. The MHC is HLA-A68:02 with pseudo-sequence HLA-A68:02. The binding affinity (normalized) is 0.